This data is from Peptide-MHC class I binding affinity with 185,985 pairs from IEDB/IMGT. The task is: Regression. Given a peptide amino acid sequence and an MHC pseudo amino acid sequence, predict their binding affinity value. This is MHC class I binding data. (1) The peptide sequence is FLRGRAYGL. The MHC is HLA-B45:01 with pseudo-sequence HLA-B45:01. The binding affinity (normalized) is 0. (2) The binding affinity (normalized) is 0.317. The peptide sequence is MPSVIEKMET. The MHC is HLA-B53:01 with pseudo-sequence HLA-B53:01. (3) The peptide sequence is FPVKPQVPL. The MHC is HLA-B57:01 with pseudo-sequence HLA-B57:01. The binding affinity (normalized) is 0. (4) The peptide sequence is IQPGQTFSV. The MHC is HLA-A02:02 with pseudo-sequence HLA-A02:02. The binding affinity (normalized) is 0.643. (5) The peptide sequence is SRWAISHWL. The MHC is HLA-B15:42 with pseudo-sequence HLA-B15:42. The binding affinity (normalized) is 0.213. (6) The peptide sequence is FHRKKTDAL. The MHC is HLA-B51:01 with pseudo-sequence HLA-B51:01. The binding affinity (normalized) is 0.0847.